This data is from Reaction yield outcomes from USPTO patents with 853,638 reactions. The task is: Predict the reaction yield, written as a fraction of the theoretical maximum amount of product (1.0 means a 100% yield; for example, 0.34 means a 34% yield). (1) The reactants are C(OC([N:8]1[CH2:13][CH2:12][CH:11]([CH2:14][O:15][C:16]([N:18]2[CH:22]=[CH:21]N=C2)=[O:17])[CH2:10][CH2:9]1)=O)(C)(C)C.[CH:23]([C:26]1[CH:32]=CC(N)=[CH:28][CH:27]=1)([CH3:25])[CH3:24].C(O)(C(F)(F)F)=O.C(Cl)Cl. The catalyst is CN(C=O)C. The product is [NH:8]1[CH2:9][CH2:10][CH:11]([CH2:14][O:15][C:16](=[O:17])[NH:18][C:22]2[CH:21]=[CH:32][C:26]([CH:23]([CH3:25])[CH3:24])=[CH:27][CH:28]=2)[CH2:12][CH2:13]1. The yield is 0.470. (2) The reactants are C(O)(=O)/C=C/C(O)=O.[S:9]1[CH:13]=[CH:12][C:11]2[CH:14]=[C:15]([CH:18]3[C:27]4[C:22](=[CH:23][C:24]([C:28]5[N:33]=[N:32][C:31]([N:34]([CH3:36])[CH3:35])=[CH:30][CH:29]=5)=[CH:25][CH:26]=4)[CH2:21][N:20]([CH3:37])[CH2:19]3)[CH:16]=[CH:17][C:10]1=2.N(C)C.CN(C=O)C. The catalyst is ClCCl. The product is [S:9]1[CH:13]=[CH:12][C:11]2[CH:14]=[C:15]([CH:18]3[C:27]4[C:22](=[CH:23][C:24]([C:28]5[N:33]=[N:32][C:31]([N:34]([CH3:36])[CH3:35])=[CH:30][CH:29]=5)=[CH:25][CH:26]=4)[CH2:21][N:20]([CH3:37])[CH2:19]3)[CH:16]=[CH:17][C:10]1=2. The yield is 0.980. (3) The reactants are C[O:2][C:3]([C:5]1[CH:6]=[N:7][C:8](Br)=[CH:9][CH:10]=1)=[O:4].[F:12][C:13]1[CH:18]=[CH:17][C:16](B(O)O)=[C:15]([CH3:22])[CH:14]=1.[F-].[Cs+].C(=O)([O-])[O-].[Na+].[Na+].C1(P(C2C=CC=CC=2)C2C=CC=CC=2)C=CC=CC=1. The catalyst is CN(C=O)C.O.CC([O-])=O.CC([O-])=O.[Pd+2]. The product is [F:12][C:13]1[CH:18]=[CH:17][C:16]([C:8]2[N:7]=[CH:6][C:5]([C:3]([OH:2])=[O:4])=[CH:10][CH:9]=2)=[C:15]([CH3:22])[CH:14]=1. The yield is 0.740. (4) The catalyst is C1C=CC=CC=1.C1COCC1.O. The yield is 0.350. The reactants are C=O.[F:3][C:4]([F:13])([F:12])[C:5]1[CH:10]=[CH:9][C:8]([OH:11])=[CH:7][CH:6]=1.C1(B(O)O)C=CC=CC=1.[C:23](O)(=[O:26])CC.OO. The product is [OH:11][C:8]1[CH:7]=[CH:6][C:5]([C:4]([F:12])([F:13])[F:3])=[CH:10][C:9]=1[CH2:23][OH:26]. (5) The reactants are FC(F)(F)C(O)=O.FC(F)(F)C(O)=O.[CH3:15][N:16]1[C:21]2[N:22]=[C:23]([N:27]3[CH2:32][CH2:31][NH:30][CH2:29][CH2:28]3)[NH:24][C:25](=[O:26])[C:20]=2[CH2:19][CH2:18][CH2:17]1.[CH3:33][O:34][C:35]1[CH:40]=[CH:39][N:38]=[C:37]([CH:41]=O)[N:36]=1.CN(C=O)C.C([BH3-])#N.[Na+]. The yield is 0.110. The catalyst is CO. The product is [CH3:33][O:34][C:35]1[CH:40]=[CH:39][N:38]=[C:37]([CH2:41][N:30]2[CH2:31][CH2:32][N:27]([C:23]3[NH:24][C:25](=[O:26])[C:20]4[CH2:19][CH2:18][CH2:17][N:16]([CH3:15])[C:21]=4[N:22]=3)[CH2:28][CH2:29]2)[N:36]=1. (6) The catalyst is C1(C)C=CC=CC=1.O. The reactants are I[C:2]1[CH:9]=[CH:8][C:5]([CH:6]=[O:7])=[CH:4][CH:3]=1.[C:10]([S-:12])#[N:11].[K+].CN(C=O)C. The product is [S:12]([C:2]1[CH:9]=[CH:8][C:5]([CH:6]=[O:7])=[CH:4][CH:3]=1)[C:10]#[N:11]. The yield is 0.200. (7) The yield is 0.970. The catalyst is CN(C=O)C. The product is [OH:25][C@@H:26]1[CH2:30][N:29]([C:19](=[O:20])[CH2:18][C:16]2[CH:15]=[CH:14][C:12]3[N:13]=[C:9]([NH:8][C:3]4[CH:4]=[CH:5][CH:6]=[CH:7][C:2]=4[CH3:1])[O:10][C:11]=3[CH:17]=2)[C@H:28]([CH2:31][O:32][C:33]2[CH:34]=[CH:35][C:36]([C:37]([OH:39])=[O:38])=[CH:40][CH:41]=2)[CH2:27]1. The reactants are [CH3:1][C:2]1[CH:7]=[CH:6][CH:5]=[CH:4][C:3]=1[NH:8][C:9]1[O:10][C:11]2[CH:17]=[C:16]([CH2:18][C:19](O)=[O:20])[CH:15]=[CH:14][C:12]=2[N:13]=1.C([O:25][C@@H:26]1[CH2:30][NH:29][C@H:28]([CH2:31][O:32][C:33]2[CH:41]=[CH:40][C:36]([C:37]([O-:39])=[O:38])=[CH:35][CH:34]=2)[CH2:27]1)(=O)C.CCN=C=NCCCN(C)C.Cl.C1C=CC2N(O)N=NC=2C=1.C(N(CC)CC)C.